This data is from NCI-60 drug combinations with 297,098 pairs across 59 cell lines. The task is: Regression. Given two drug SMILES strings and cell line genomic features, predict the synergy score measuring deviation from expected non-interaction effect. (1) Synergy scores: CSS=2.03, Synergy_ZIP=-10.5, Synergy_Bliss=-17.0, Synergy_Loewe=-19.3, Synergy_HSA=-15.4. Cell line: U251. Drug 1: C1=CC(=CC=C1CC(C(=O)O)N)N(CCCl)CCCl.Cl. Drug 2: C1=CC=C(C=C1)NC(=O)CCCCCCC(=O)NO. (2) Drug 1: CC1=C(C=C(C=C1)NC2=NC=CC(=N2)N(C)C3=CC4=NN(C(=C4C=C3)C)C)S(=O)(=O)N.Cl. Drug 2: CCC1=C2CN3C(=CC4=C(C3=O)COC(=O)C4(CC)O)C2=NC5=C1C=C(C=C5)O. Cell line: MALME-3M. Synergy scores: CSS=18.8, Synergy_ZIP=-7.85, Synergy_Bliss=1.30, Synergy_Loewe=1.30, Synergy_HSA=2.00. (3) Drug 1: CC12CCC3C(C1CCC2=O)CC(=C)C4=CC(=O)C=CC34C. Drug 2: C1=C(C(=O)NC(=O)N1)F. Cell line: M14. Synergy scores: CSS=35.8, Synergy_ZIP=-9.48, Synergy_Bliss=-8.78, Synergy_Loewe=-7.36, Synergy_HSA=-5.24. (4) Drug 1: C1=NC(=NC(=O)N1C2C(C(C(O2)CO)O)O)N. Drug 2: C1C(C(OC1N2C=NC(=NC2=O)N)CO)O. Cell line: CAKI-1. Synergy scores: CSS=25.0, Synergy_ZIP=-5.69, Synergy_Bliss=-3.80, Synergy_Loewe=-8.56, Synergy_HSA=-3.62. (5) Cell line: HCT116. Synergy scores: CSS=20.3, Synergy_ZIP=-3.77, Synergy_Bliss=-4.01, Synergy_Loewe=-36.7, Synergy_HSA=-2.02. Drug 1: CC1CCC2CC(C(=CC=CC=CC(CC(C(=O)C(C(C(=CC(C(=O)CC(OC(=O)C3CCCCN3C(=O)C(=O)C1(O2)O)C(C)CC4CCC(C(C4)OC)O)C)C)O)OC)C)C)C)OC. Drug 2: C1=NNC2=C1C(=O)NC=N2. (6) Drug 2: C#CCC(CC1=CN=C2C(=N1)C(=NC(=N2)N)N)C3=CC=C(C=C3)C(=O)NC(CCC(=O)O)C(=O)O. Drug 1: CN1C2=C(C=C(C=C2)N(CCCl)CCCl)N=C1CCCC(=O)O.Cl. Synergy scores: CSS=6.21, Synergy_ZIP=2.77, Synergy_Bliss=-2.31, Synergy_Loewe=-3.68, Synergy_HSA=-3.85. Cell line: NCI-H522. (7) Cell line: OVCAR-5. Drug 2: CC(C)NC(=O)C1=CC=C(C=C1)CNNC.Cl. Drug 1: CN1C2=C(C=C(C=C2)N(CCCl)CCCl)N=C1CCCC(=O)O.Cl. Synergy scores: CSS=3.83, Synergy_ZIP=3.38, Synergy_Bliss=-2.78, Synergy_Loewe=-1.03, Synergy_HSA=-2.48. (8) Drug 1: C1CCC(CC1)NC(=O)N(CCCl)N=O. Drug 2: CN1C2=C(C=C(C=C2)N(CCCl)CCCl)N=C1CCCC(=O)O.Cl. Cell line: LOX IMVI. Synergy scores: CSS=24.5, Synergy_ZIP=-13.4, Synergy_Bliss=-15.9, Synergy_Loewe=-12.7, Synergy_HSA=-11.2. (9) Cell line: NCI-H460. Drug 2: C1CN(P(=O)(OC1)NCCCl)CCCl. Drug 1: CC1=C(C=C(C=C1)C(=O)NC2=CC(=CC(=C2)C(F)(F)F)N3C=C(N=C3)C)NC4=NC=CC(=N4)C5=CN=CC=C5. Synergy scores: CSS=-4.19, Synergy_ZIP=0.549, Synergy_Bliss=-3.89, Synergy_Loewe=-0.973, Synergy_HSA=-7.19. (10) Drug 1: CC1=C(C=C(C=C1)NC2=NC=CC(=N2)N(C)C3=CC4=NN(C(=C4C=C3)C)C)S(=O)(=O)N.Cl. Drug 2: C1CC(=O)NC(=O)C1N2CC3=C(C2=O)C=CC=C3N. Cell line: A498. Synergy scores: CSS=-2.01, Synergy_ZIP=-0.484, Synergy_Bliss=-1.33, Synergy_Loewe=-4.73, Synergy_HSA=-4.66.